Dataset: Full USPTO retrosynthesis dataset with 1.9M reactions from patents (1976-2016). Task: Predict the reactants needed to synthesize the given product. (1) Given the product [Br:12][C:13]1[CH:14]=[CH:15][C:16]([S:19]([C:20]([F:23])([F:21])[F:22])=[O:9])=[CH:17][CH:18]=1, predict the reactants needed to synthesize it. The reactants are: ClC1C=CC=C(C(OO)=[O:9])C=1.[Br:12][C:13]1[CH:18]=[CH:17][C:16]([S:19][C:20]([F:23])([F:22])[F:21])=[CH:15][CH:14]=1. (2) Given the product [Cl:38][C:36]1[CH:37]=[C:29]2[C:30](=[CH:34][CH:35]=1)[C:31](=[O:32])[N:5]([CH2:6][C:7]1[CH:8]=[CH:9][C:10]([S:13]([NH2:16])(=[O:14])=[O:15])=[CH:11][CH:12]=1)[C:4]([C:3](=[O:2])[CH2:17][CH2:18][CH2:19][CH3:20])=[C:21]2[C:22]1[CH:27]=[CH:26][CH:25]=[CH:24][CH:23]=1, predict the reactants needed to synthesize it. The reactants are: Cl.[OH:2][CH:3]([CH2:17][CH2:18][CH2:19][CH3:20])[CH2:4][NH:5][CH2:6][C:7]1[CH:12]=[CH:11][C:10]([S:13]([NH2:16])(=[O:15])=[O:14])=[CH:9][CH:8]=1.[C:21]([C:29]1[CH:37]=[C:36]([Cl:38])[CH:35]=[CH:34][C:30]=1[C:31](O)=[O:32])(=O)[C:22]1[CH:27]=[CH:26][CH:25]=[CH:24][CH:23]=1. (3) Given the product [CH2:1]([N:8]([CH:18]1[CH2:19][CH2:20][CH2:21][CH2:22]1)[C:9]1[N:14]=[N:13][C:12]([NH2:17])=[CH:11][CH:10]=1)[C:2]1[CH:3]=[CH:4][CH:5]=[CH:6][CH:7]=1, predict the reactants needed to synthesize it. The reactants are: [CH2:1]([N:8]([CH:18]1[CH2:22][CH2:21][CH2:20][CH2:19]1)[C:9]1[CH:10]=[CH:11][C:12]2[N:13](N=C[N:17]=2)[N:14]=1)[C:2]1[CH:7]=[CH:6][CH:5]=[CH:4][CH:3]=1.C(P(CCCC)CCCC)CCC. (4) Given the product [Cl:26][C:10]1[N:11]=[N:12][C:13]([CH3:14])=[C:8]([C:5]2[CH:6]=[CH:7][C:2]([Cl:1])=[CH:3][CH:4]=2)[C:9]=1[C:16]1[C:21]([F:22])=[CH:20][C:19]([F:23])=[CH:18][N:17]=1, predict the reactants needed to synthesize it. The reactants are: [Cl:1][C:2]1[CH:7]=[CH:6][C:5]([C:8]2[C:13]([CH3:14])=[N:12][NH:11][C:10](=O)[C:9]=2[C:16]2[C:21]([F:22])=[CH:20][C:19]([F:23])=[CH:18][N:17]=2)=[CH:4][CH:3]=1.P(Cl)(Cl)([Cl:26])=O. (5) The reactants are: [Cl:1][C:2]1[CH:3]=[C:4]([CH:9]([CH:17]([OH:26])[C:18]2[CH:19]=[N:20][CH:21]=[C:22]([O:24][CH3:25])[CH:23]=2)[CH2:10][NH:11]C(=O)OCC)[CH:5]=[CH:6][C:7]=1[Cl:8].B. Given the product [NH2:11][CH2:10][CH:9]([C:4]1[CH:5]=[CH:6][C:7]([Cl:8])=[C:2]([Cl:1])[CH:3]=1)[CH:17]([C:18]1[CH:19]=[N:20][CH:21]=[C:22]([O:24][CH3:25])[CH:23]=1)[OH:26], predict the reactants needed to synthesize it. (6) Given the product [CH2:1]([O:8][C:9]1[CH:10]=[C:11]2[C:16](=[CH:17][CH:18]=1)[C:15](=[O:19])[N:14]([CH2:20][CH:21]([CH3:22])[CH3:23])[C:13]([C:24]([O:26][CH3:27])=[O:25])=[C:12]2[C:41]1[CH:40]=[CH:39][CH:38]=[C:37]([F:36])[CH:42]=1)[C:2]1[CH:7]=[CH:6][CH:5]=[CH:4][CH:3]=1, predict the reactants needed to synthesize it. The reactants are: [CH2:1]([O:8][C:9]1[CH:10]=[C:11]2[C:16](=[CH:17][CH:18]=1)[C:15](=[O:19])[N:14]([CH2:20][CH:21]([CH3:23])[CH3:22])[C:13]([C:24]([O:26][CH3:27])=[O:25])=[C:12]2OS(C(F)(F)F)(=O)=O)[C:2]1[CH:7]=[CH:6][CH:5]=[CH:4][CH:3]=1.[F:36][C:37]1[CH:38]=[C:39](B(O)O)[CH:40]=[CH:41][CH:42]=1.C(=O)([O-])[O-].[Na+].[Na+]. (7) Given the product [O:54]=[C:45]1[N:44]([CH:41]2[CH2:42][CH2:43][N:38]([C:1]([O:2][CH:3]([C:23]([O:25][CH3:26])=[O:24])[CH2:4][C:5]3[CH:13]=[C:12]([CH3:14])[C:11]4[C:7](=[CH:8][N:9]([CH2:15][O:16][CH2:17][CH2:18][Si:19]([CH3:22])([CH3:21])[CH3:20])[N:10]=4)[CH:6]=3)=[O:27])[CH2:39][CH2:40]2)[CH2:53][C:52]2[C:47](=[CH:48][CH:49]=[CH:50][CH:51]=2)[NH:46]1, predict the reactants needed to synthesize it. The reactants are: [C:1](=O)([O:27]C1C=CC([N+]([O-])=O)=CC=1)[O:2][CH:3]([C:23]([O:25][CH3:26])=[O:24])[CH2:4][C:5]1[CH:13]=[C:12]([CH3:14])[C:11]2[C:7](=[CH:8][N:9]([CH2:15][O:16][CH2:17][CH2:18][Si:19]([CH3:22])([CH3:21])[CH3:20])[N:10]=2)[CH:6]=1.[NH:38]1[CH2:43][CH2:42][CH:41]([N:44]2[CH2:53][C:52]3[C:47](=[CH:48][CH:49]=[CH:50][CH:51]=3)[NH:46][C:45]2=[O:54])[CH2:40][CH2:39]1.C(N(C(C)C)CC)(C)C.